Dataset: Reaction yield outcomes from USPTO patents with 853,638 reactions. Task: Predict the reaction yield, written as a fraction of the theoretical maximum amount of product (1.0 means a 100% yield; for example, 0.34 means a 34% yield). The yield is 0.590. The reactants are [C:1]([C:4]1[CH:9]=[C:8]([O:10][CH:11]2[CH2:16][CH2:15][N:14]([C:17]([O:19][C:20]([CH3:23])([CH3:22])[CH3:21])=[O:18])[CH2:13][CH2:12]2)[CH:7]=[CH:6][N:5]=1)(=[O:3])[CH3:2].[H-].C([Al+]CC(C)C)C(C)C. The product is [OH:3][CH:1]([C:4]1[CH:9]=[C:8]([O:10][CH:11]2[CH2:16][CH2:15][N:14]([C:17]([O:19][C:20]([CH3:21])([CH3:23])[CH3:22])=[O:18])[CH2:13][CH2:12]2)[CH:7]=[CH:6][N:5]=1)[CH3:2]. The catalyst is C(Cl)Cl.